From a dataset of NCI-60 drug combinations with 297,098 pairs across 59 cell lines. Regression. Given two drug SMILES strings and cell line genomic features, predict the synergy score measuring deviation from expected non-interaction effect. Cell line: PC-3. Drug 1: CC1=C2C(C(=O)C3(C(CC4C(C3C(C(C2(C)C)(CC1OC(=O)C(C(C5=CC=CC=C5)NC(=O)C6=CC=CC=C6)O)O)OC(=O)C7=CC=CC=C7)(CO4)OC(=O)C)O)C)OC(=O)C. Drug 2: CCC1(C2=C(COC1=O)C(=O)N3CC4=CC5=C(C=CC(=C5CN(C)C)O)N=C4C3=C2)O.Cl. Synergy scores: CSS=41.2, Synergy_ZIP=-3.86, Synergy_Bliss=-7.12, Synergy_Loewe=-11.8, Synergy_HSA=-2.94.